From a dataset of NCI-60 drug combinations with 297,098 pairs across 59 cell lines. Regression. Given two drug SMILES strings and cell line genomic features, predict the synergy score measuring deviation from expected non-interaction effect. (1) Drug 1: COC1=C(C=C2C(=C1)N=CN=C2NC3=CC(=C(C=C3)F)Cl)OCCCN4CCOCC4. Drug 2: CC(CN1CC(=O)NC(=O)C1)N2CC(=O)NC(=O)C2. Cell line: CCRF-CEM. Synergy scores: CSS=63.8, Synergy_ZIP=-0.641, Synergy_Bliss=1.47, Synergy_Loewe=1.80, Synergy_HSA=3.71. (2) Drug 1: CC(CN1CC(=O)NC(=O)C1)N2CC(=O)NC(=O)C2. Drug 2: CC1C(C(CC(O1)OC2CC(CC3=C2C(=C4C(=C3O)C(=O)C5=C(C4=O)C(=CC=C5)OC)O)(C(=O)CO)O)N)O.Cl. Cell line: IGROV1. Synergy scores: CSS=49.6, Synergy_ZIP=2.47, Synergy_Bliss=1.21, Synergy_Loewe=4.52, Synergy_HSA=5.58. (3) Drug 1: C1CCC(CC1)NC(=O)N(CCCl)N=O. Drug 2: C1=CC(=CC=C1CCCC(=O)O)N(CCCl)CCCl. Cell line: HS 578T. Synergy scores: CSS=15.9, Synergy_ZIP=-7.20, Synergy_Bliss=-1.38, Synergy_Loewe=-3.32, Synergy_HSA=0.814. (4) Drug 1: CN(C(=O)NC(C=O)C(C(C(CO)O)O)O)N=O. Drug 2: C1C(C(OC1N2C=NC3=C2NC=NCC3O)CO)O. Cell line: SK-MEL-28. Synergy scores: CSS=64.0, Synergy_ZIP=-0.995, Synergy_Bliss=-0.921, Synergy_Loewe=-1.28, Synergy_HSA=-0.260. (5) Drug 1: CCCCCOC(=O)NC1=NC(=O)N(C=C1F)C2C(C(C(O2)C)O)O. Drug 2: CC1=C2C(C(=O)C3(C(CC4C(C3C(C(C2(C)C)(CC1OC(=O)C(C(C5=CC=CC=C5)NC(=O)C6=CC=CC=C6)O)O)OC(=O)C7=CC=CC=C7)(CO4)OC(=O)C)O)C)OC(=O)C. Cell line: MALME-3M. Synergy scores: CSS=0.969, Synergy_ZIP=-4.17, Synergy_Bliss=-7.66, Synergy_Loewe=-6.15, Synergy_HSA=-6.04. (6) Drug 1: C1=C(C(=O)NC(=O)N1)F. Drug 2: CC1=C(C=C(C=C1)NC(=O)C2=CC=C(C=C2)CN3CCN(CC3)C)NC4=NC=CC(=N4)C5=CN=CC=C5. Cell line: MCF7. Synergy scores: CSS=29.1, Synergy_ZIP=8.49, Synergy_Bliss=7.03, Synergy_Loewe=2.03, Synergy_HSA=4.82.